This data is from Orexin1 receptor HTS with 218,158 compounds and 233 confirmed actives. The task is: Binary Classification. Given a drug SMILES string, predict its activity (active/inactive) in a high-throughput screening assay against a specified biological target. (1) The drug is O=C(NC1CCCCCC1)C1(N(C(=O)CC1)Cc1c(OC)ccc(OC)c1)C. The result is 0 (inactive). (2) The molecule is o1c(C(=O)Nc2nn(nn2)C)ccc1. The result is 0 (inactive). (3) The compound is O1c2cc(n3c(c(cc3C)C(=O)COC(=O)C=3OCCOC3)C)ccc2OC1. The result is 0 (inactive). (4) The compound is S(CC(=O)N1C(Cc2c1cccc2)C)c1nc2[nH]c3c(c2nn1)cc(F)cc3. The result is 0 (inactive). (5) The molecule is S(=O)(=O)(N1C(CCC1)C(=O)N1CCn2c1nc1c2cccc1)c1c2ncccc2ccc1. The result is 1 (active). (6) The molecule is Clc1c2oc(=O)c(cc2cc(Cl)c1)c1sc(Nc2c(F)cccc2)nn1. The result is 0 (inactive). (7) The molecule is S(c1ccc(cc1)C)c1ncccc1/C=N\O. The result is 0 (inactive).